From a dataset of Catalyst prediction with 721,799 reactions and 888 catalyst types from USPTO. Predict which catalyst facilitates the given reaction. (1) Reactant: S(Cl)([Cl:3])=O.[CH2:5]([O:7][C:8](=[O:38])[C@@H:9]([NH:30]C(OC(C)(C)C)=O)[CH2:10][C:11]1[CH:16]=[CH:15][C:14]([C:17]2[C:22]([O:23][CH3:24])=[CH:21][C:20]([CH:25]=[N:26]O)=[CH:19][C:18]=2[O:28][CH3:29])=[CH:13][CH:12]=1)[CH3:6].Cl.C(OC(=O)[C@H](CC1C=CC(O)=CC=1)N)C. Product: [ClH:3].[CH2:5]([O:7][C:8](=[O:38])[C@@H:9]([NH2:30])[CH2:10][C:11]1[CH:16]=[CH:15][C:14]([C:17]2[C:18]([O:28][CH3:29])=[CH:19][C:20]([C:25]#[N:26])=[CH:21][C:22]=2[O:23][CH3:24])=[CH:13][CH:12]=1)[CH3:6]. The catalyst class is: 4. (2) Reactant: [C:1]([C:5]1[CH:10]=[CH:9][C:8]([CH3:11])=[C:7]([C:12]#[CH:13])[CH:6]=1)([CH3:4])([CH3:3])[CH3:2].[CH2:14]([O:16][C:17](=[O:27])[CH:18]=[CH:19][C:20]1[CH:25]=[CH:24][C:23](I)=[CH:22][CH:21]=1)[CH3:15].C(N(CC)CC)C.C(OCC)(=O)C. Product: [CH2:14]([O:16][C:17](=[O:27])[CH:18]=[CH:19][C:20]1[CH:25]=[CH:24][C:23]([C:13]#[C:12][C:7]2[CH:6]=[C:5]([C:1]([CH3:4])([CH3:3])[CH3:2])[CH:10]=[CH:9][C:8]=2[CH3:11])=[CH:22][CH:21]=1)[CH3:15]. The catalyst class is: 730. (3) Reactant: [OH:1][C:2]1[CH:9]=[CH:8][C:7]([S:10]([CH3:13])(=[O:12])=[O:11])=[CH:6][C:3]=1[CH:4]=O.[CH2:14]([NH2:16])[CH3:15].C([BH3-])#N.[Na+].C(O)(=O)C. Product: [CH2:14]([NH:16][CH2:4][C:3]1[CH:6]=[C:7]([S:10]([CH3:13])(=[O:12])=[O:11])[CH:8]=[CH:9][C:2]=1[OH:1])[CH3:15]. The catalyst class is: 5. (4) Reactant: [C:1]([N:5]1[C:9]([C:10](Cl)=[O:11])=[CH:8][C:7]([CH3:13])=[N:6]1)([CH3:4])([CH3:3])[CH3:2].[NH2:14][C:15]1[CH:32]=[CH:31][C:18]([C:19]([C:21]2[CH:29]=[C:28]3[C:24]([CH2:25][C:26](=[O:30])[NH:27]3)=[CH:23][CH:22]=2)=[O:20])=[CH:17][CH:16]=1. Product: [O:30]=[C:26]1[CH2:25][C:24]2[C:28](=[CH:29][C:21]([C:19]([C:18]3[CH:17]=[CH:16][C:15]([NH:14][C:10]([C:9]4[N:5]([C:1]([CH3:4])([CH3:3])[CH3:2])[N:6]=[C:7]([CH3:13])[CH:8]=4)=[O:11])=[CH:32][CH:31]=3)=[O:20])=[CH:22][CH:23]=2)[NH:27]1. The catalyst class is: 1. (5) Reactant: [Cl:1][C:2]1[CH:3]=[C:4]([C:13]2[C:22]3[C:17](=[CH:18][C:19]([C:24]#[N:25])=[C:20](F)[CH:21]=3)[N:16]=[CH:15][N:14]=2)[CH:5]=[N:6][C:7]=1[O:8][CH2:9][CH:10]([CH3:12])[CH3:11].CC([O-])(C)C.[K+].[OH:32][NH:33]C(=O)C. Product: [Cl:1][C:2]1[CH:3]=[C:4]([C:13]2[C:22]3[CH:21]=[C:20]4[O:32][N:33]=[C:24]([NH2:25])[C:19]4=[CH:18][C:17]=3[N:16]=[CH:15][N:14]=2)[CH:5]=[N:6][C:7]=1[O:8][CH2:9][CH:10]([CH3:12])[CH3:11]. The catalyst class is: 215. (6) Reactant: [CH2:1]([O:3][C:4]([C:6]1[C:7]([OH:26])=[C:8]2[CH:16]=[CH:15][N:14]([CH2:17][C:18]3[CH:23]=[CH:22][C:21]([O:24][CH3:25])=[CH:20][CH:19]=3)[C:9]2=[C:10]([C:12]#[N:13])[N:11]=1)=[O:5])[CH3:2].[C:27](OC(=O)C)(=[O:29])[CH3:28]. Product: [CH2:1]([O:3][C:4]([C:6]1[C:7]([O:26][C:27](=[O:29])[CH3:28])=[C:8]2[CH:16]=[CH:15][N:14]([CH2:17][C:18]3[CH:19]=[CH:20][C:21]([O:24][CH3:25])=[CH:22][CH:23]=3)[C:9]2=[C:10]([C:12]#[N:13])[N:11]=1)=[O:5])[CH3:2]. The catalyst class is: 66.